Task: Regression/Classification. Given a drug SMILES string, predict its absorption, distribution, metabolism, or excretion properties. Task type varies by dataset: regression for continuous measurements (e.g., permeability, clearance, half-life) or binary classification for categorical outcomes (e.g., BBB penetration, CYP inhibition). Dataset: cyp2c9_veith.. Dataset: CYP2C9 inhibition data for predicting drug metabolism from PubChem BioAssay (1) The compound is CC(C)(c1ccc(OC[C@@H]2CO2)cc1)c1ccc(OC[C@H]2CO2)cc1. The result is 0 (non-inhibitor). (2) The drug is CCCC[C@@H]1C[C@H]1C(NC(=O)c1ccc(-c2ccccc2)cc1)c1ccc(-c2ccccc2)cc1. The result is 0 (non-inhibitor). (3) The molecule is CC(C)c1nccn1Cc1ccc(Cl)cc1Cl.O=[N+]([O-])O. The result is 0 (non-inhibitor). (4) The molecule is COc1ccccc1-c1cncnc1NCc1cccc(C)c1. The result is 0 (non-inhibitor). (5) The result is 1 (inhibitor). The drug is O=C(c1cccc(F)c1)N1CCC2(CCCN(c3cccc(-c4ccccc4)c3)C2)CC1. (6) The compound is S=C(S)NCCCn1ccnc1. The result is 1 (inhibitor). (7) The drug is O=P(O)(O)O[C@@H]1O[C@H](CO)[C@@H](O)[C@H](O)[C@@H]1O. The result is 0 (non-inhibitor). (8) The compound is Cc1nc2cnc(OCc3ccccc3)nc2n(C)c1=O. The result is 0 (non-inhibitor). (9) The molecule is COC(=O)[C@@]1(Cc2ccccc2)[C@H]2c3cc(C(=O)N(C)C)n(CCSCCO)c3C[C@H]2CN1C(=O)c1ccccc1. The result is 1 (inhibitor).